This data is from Forward reaction prediction with 1.9M reactions from USPTO patents (1976-2016). The task is: Predict the product of the given reaction. Given the reactants C[Mg+].[Br-].CCOCC.[CH:9]([NH:12][CH:13]([CH3:15])[CH3:14])([CH3:11])[CH3:10].[C:16]1([CH3:24])[C:17]([C:22]#[N:23])=[CH:18][CH:19]=[CH:20][CH:21]=1, predict the reaction product. The product is: [CH:9]([N:12]([CH:13]([CH3:15])[CH3:14])[C:22]([C:17]1[C:16]([CH3:24])=[CH:21][CH:20]=[CH:19][CH:18]=1)=[NH:23])([CH3:11])[CH3:10].